Dataset: Catalyst prediction with 721,799 reactions and 888 catalyst types from USPTO. Task: Predict which catalyst facilitates the given reaction. (1) Reactant: [B-](F)(F)(F)F.CCN([S+](F)[F:12])CC.[Si:14]([O:21][CH:22]1[CH2:27][CH2:26][CH:25]([CH:28](O)[CH2:29][CH:30]2[C:38]3[C:33](=[CH:34][CH:35]=[CH:36][CH:37]=3)[C:32]3=[CH:39][N:40]=[CH:41][N:31]23)[CH2:24][CH2:23]1)([C:17]([CH3:20])([CH3:19])[CH3:18])([CH3:16])[CH3:15]. Product: [Si:14]([O:21][CH:22]1[CH2:27][CH2:26][C:25]([CH2:28][CH2:29][CH:30]2[C:38]3[C:33](=[CH:34][CH:35]=[CH:36][CH:37]=3)[C:32]3=[CH:39][N:40]=[CH:41][N:31]23)([F:12])[CH2:24][CH2:23]1)([C:17]([CH3:20])([CH3:19])[CH3:18])([CH3:16])[CH3:15]. The catalyst class is: 4. (2) Reactant: [C:1]([NH:8][C@H:9]([C:24]([OH:26])=[O:25])[CH2:10][CH2:11][CH2:12][NH:13][C:14](OCC1C=CC=CC=1)=[O:15])([O:3][C:4]([CH3:7])([CH3:6])[CH3:5])=[O:2].[H][H].[F:29][C:30]([F:37])([F:36])C(OCC)=O.CCN(CC)CC. Product: [C:1]([NH:8][C@H:9]([C:24]([OH:26])=[O:25])[CH2:10][CH2:11][CH2:12][NH:13][C:14]([C:30]([F:37])([F:36])[F:29])=[O:15])([O:3][C:4]([CH3:7])([CH3:6])[CH3:5])=[O:2]. The catalyst class is: 19. (3) Reactant: C(=O)([O-])O.[Na+].CS(C)=O.Cl.[NH2:11][OH:12].[CH2:13]([C:17]1[N:18]=[C:19]([CH3:45])[N:20]([C:39]2[CH:44]=[CH:43][CH:42]=[CH:41][N:40]=2)[C:21](=[O:38])[C:22]=1[CH2:23][C:24]1[CH:25]=[CH:26][C:27]([C:30]2[CH:37]=[CH:36][CH:35]=[CH:34][C:31]=2[C:32]#[N:33])=[N:28][CH:29]=1)[CH2:14][CH2:15][CH3:16]. Product: [CH2:13]([C:17]1[N:18]=[C:19]([CH3:45])[N:20]([C:39]2[CH:44]=[CH:43][CH:42]=[CH:41][N:40]=2)[C:21](=[O:38])[C:22]=1[CH2:23][C:24]1[CH:25]=[CH:26][C:27]([C:30]2[CH:37]=[CH:36][CH:35]=[CH:34][C:31]=2[C:32](=[N:11][OH:12])[NH2:33])=[N:28][CH:29]=1)[CH2:14][CH2:15][CH3:16]. The catalyst class is: 6. (4) Reactant: [OH:1][CH:2]([C:6]1[CH:11]=[CH:10][C:9]([C:12]2[N:16]=[C:15]([C:17]3[CH:18]=[N:19][N:20]([C:26]4[CH:31]=[CH:30][CH:29]=[CH:28][CH:27]=4)[C:21]=3[C:22]([F:25])([F:24])[F:23])[O:14][N:13]=2)=[CH:8][CH:7]=1)[C:3](O)=[O:4].[NH2:32][CH2:33][C@@H:34]([OH:36])[CH3:35].CN(C(ON1N=NC2C=CC=NC1=2)=[N+](C)C)C.F[P-](F)(F)(F)(F)F.CN1CCOCC1. Product: [OH:1][CH:2]([C:6]1[CH:7]=[CH:8][C:9]([C:12]2[N:16]=[C:15]([C:17]3[CH:18]=[N:19][N:20]([C:26]4[CH:27]=[CH:28][CH:29]=[CH:30][CH:31]=4)[C:21]=3[C:22]([F:23])([F:24])[F:25])[O:14][N:13]=2)=[CH:10][CH:11]=1)[C:3]([NH:32][CH2:33][C@@H:34]([OH:36])[CH3:35])=[O:4]. The catalyst class is: 3. (5) Product: [O:16]=[C:9]([NH:8][C:5]1[CH:4]=[N:3][C:2]([CH:17]=[CH2:18])=[CH:7][N:6]=1)[CH2:10][CH2:11][C:12]([O:14][CH3:15])=[O:13]. Reactant: Br[C:2]1[N:3]=[CH:4][C:5]([NH:8][C:9](=[O:16])[CH2:10][CH2:11][C:12]([O:14][CH3:15])=[O:13])=[N:6][CH:7]=1.[CH2:17]([Sn](CCCC)(CCCC)C=C)[CH2:18]CC.[Cl-].[Li+]. The catalyst class is: 109. (6) Reactant: Br[C:2]1[N:7]=[CH:6][C:5]([OH:8])=[CH:4][CH:3]=1.[C:9]([O:13][CH2:14][CH3:15])(=[O:12])[CH:10]=[CH2:11].C1(C)C=CC=CC=1P(C1C=CC=CC=1C)C1C=CC=CC=1C.C(N(CC)CC)C. Product: [OH:8][C:5]1[CH:4]=[CH:3][C:2]([CH:11]=[CH:10][C:9]([O:13][CH2:14][CH3:15])=[O:12])=[N:7][CH:6]=1. The catalyst class is: 613. (7) Reactant: [NH:1]1[CH2:6][CH:5]=[C:4]([C:7]2[CH:14]=[CH:13][C:10]([C:11]#[N:12])=[CH:9][CH:8]=2)[CH2:3][CH2:2]1.[C:15]1(=O)[CH2:20][CH2:19][CH2:18][CH2:17][CH2:16]1.C(O)(=O)C.C([BH3-])#N.[Na+]. Product: [CH:15]1([N:1]2[CH2:2][CH:3]=[C:4]([C:7]3[CH:14]=[CH:13][C:10]([C:11]#[N:12])=[CH:9][CH:8]=3)[CH2:5][CH2:6]2)[CH2:20][CH2:19][CH2:18][CH2:17][CH2:16]1. The catalyst class is: 5. (8) Reactant: C([O:9][CH2:10][CH2:11][N:12]1[C:20]2[C:19](Cl)=[N:18][CH:17]=[N:16][C:15]=2[CH:14]=[CH:13]1)(=O)C1C=CC=CC=1.[NH2:22][C:23]1[CH:24]=[C:25]2[C:29](=[CH:30][CH:31]=1)[N:28]([CH2:32][C:33]1[CH:34]=[C:35]([CH:43]=[CH:44][CH:45]=1)[C:36]([NH:38][C:39]([CH3:42])([CH3:41])[CH3:40])=[O:37])[CH:27]=[CH:26]2.C(=O)(O)[O-].[Na+]. Product: [C:39]([NH:38][C:36](=[O:37])[C:35]1[CH:43]=[CH:44][CH:45]=[C:33]([CH2:32][N:28]2[C:29]3[C:25](=[CH:24][C:23]([NH:22][C:19]4[C:20]5[N:12]([CH2:11][CH2:10][OH:9])[CH:13]=[CH:14][C:15]=5[N:16]=[CH:17][N:18]=4)=[CH:31][CH:30]=3)[CH:26]=[CH:27]2)[CH:34]=1)([CH3:42])([CH3:40])[CH3:41]. The catalyst class is: 32. (9) Reactant: FC(F)(F)C(O)=O.[NH:8]1[C:16]2[C:11](=[CH:12][C:13]([O:17][CH:18]3[CH2:23][CH2:22][N:21](C(OC(C)(C)C)=O)[CH2:20][CH2:19]3)=[CH:14][CH:15]=2)[CH:10]=[N:9]1. Product: [NH:21]1[CH2:20][CH2:19][CH:18]([O:17][C:13]2[CH:12]=[C:11]3[C:16](=[CH:15][CH:14]=2)[NH:8][N:9]=[CH:10]3)[CH2:23][CH2:22]1. The catalyst class is: 2. (10) Reactant: [NH2:1][C:2](=[N:8][OH:9])[C:3]([O:5][CH2:6][CH3:7])=[O:4].[C:10]([O:14][C:15]([NH:17][CH2:18][CH2:19][C:20](O[C:20](=O)[CH2:19][CH2:18][NH:17][C:15]([O:14][C:10]([CH3:13])([CH3:12])[CH3:11])=[O:16])=O)=[O:16])([CH3:13])([CH3:12])[CH3:11]. Product: [C:10]([O:14][C:15]([NH:17][CH2:18][CH2:19][C:20]1[O:9][N:8]=[C:2]([C:3]([O:5][CH2:6][CH3:7])=[O:4])[N:1]=1)=[O:16])([CH3:13])([CH3:12])[CH3:11]. The catalyst class is: 17.